From a dataset of NCI-60 drug combinations with 297,098 pairs across 59 cell lines. Regression. Given two drug SMILES strings and cell line genomic features, predict the synergy score measuring deviation from expected non-interaction effect. Drug 1: C1=CC(=CC=C1CC(C(=O)O)N)N(CCCl)CCCl.Cl. Drug 2: C1CN(P(=O)(OC1)NCCCl)CCCl. Cell line: NCI-H522. Synergy scores: CSS=10.6, Synergy_ZIP=-2.38, Synergy_Bliss=0.942, Synergy_Loewe=-3.07, Synergy_HSA=0.994.